This data is from Reaction yield outcomes from USPTO patents with 853,638 reactions. The task is: Predict the reaction yield, written as a fraction of the theoretical maximum amount of product (1.0 means a 100% yield; for example, 0.34 means a 34% yield). (1) The reactants are [CH3:1][C:2]1O[C:4](=[O:15])[C:5]2[C:11]([N+:12]([O-:14])=[O:13])=[CH:10][CH:9]=[CH:8][C:6]=2[N:7]=1.Br.[NH2:17][C@:18]1([CH3:26])[CH2:23][CH2:22][C:21](=[O:24])[NH:20][C:19]1=[O:25].N1C=CN=C1.C1(OP(OC2C=CC=CC=2)OC2C=CC=CC=2)C=CC=CC=1. The catalyst is CN(C=O)C. The product is [CH3:26][C@@:18]1([N:17]2[C:4](=[O:15])[C:5]3[C:6](=[CH:8][CH:9]=[CH:10][C:11]=3[N+:12]([O-:14])=[O:13])[N:7]=[C:2]2[CH3:1])[CH2:23][CH2:22][C:21](=[O:24])[NH:20][C:19]1=[O:25]. The yield is 0.190. (2) The reactants are [C:1]([C:5]1[NH:6][C:7]2[C:12]([CH:13]=1)=[C:11]([F:14])[C:10]([N+:15]([O-])=O)=[CH:9][CH:8]=2)([CH3:4])([CH3:3])[CH3:2].[BH4-].[Na+].O. The catalyst is CO.Cl[Ni]Cl. The product is [C:1]([C:5]1[NH:6][C:7]2[C:12]([CH:13]=1)=[C:11]([F:14])[C:10]([NH2:15])=[CH:9][CH:8]=2)([CH3:4])([CH3:2])[CH3:3]. The yield is 0.500. (3) The reactants are N1[CH:6]=[CH:5][CH:4]=[CH:3][CH:2]=1.CS(Cl)(=O)=O.[S:12]([O-])(=O)(=O)C.C(N(CC)CC)C.[C:24]([O:27][CH2:28]C)(=[O:26])C. The catalyst is C(Cl)Cl. The product is [S:12]1[CH2:6][CH2:5][CH:4]=[C:3]([C:24]([O:27][CH3:28])=[O:26])[CH2:2]1. The yield is 0.630. (4) The reactants are [F:1][C:2]1[CH:3]=[C:4]([OH:9])[CH:5]=[C:6]([F:8])[CH:7]=1.[CH3:10][O:11][CH2:12][CH2:13]O.C1(P(C2C=CC=CC=2)C2C=CC=CC=2)C=CC=CC=1.CC(OC(/N=N/C(OC(C)C)=O)=O)C. The catalyst is C1COCC1. The product is [F:1][C:2]1[CH:3]=[C:4]([O:9][CH2:13][CH2:12][O:11][CH3:10])[CH:5]=[C:6]([F:8])[CH:7]=1. The yield is 0.950. (5) The yield is 0.660. The reactants are Cl[C:2]1[C:7]([C:8]#[N:9])=[CH:6][N:5]=[C:4]2[C:10]3[CH:16]=[CH:15][CH:14]=[CH:13][C:11]=3[S:12][C:3]=12.C(OCCO)C.[Cl:23][C:24]1[CH:30]=[CH:29][C:27]([NH2:28])=[C:26]([F:31])[CH:25]=1.Cl.N1C=CC=CC=1. No catalyst specified. The product is [Cl:23][C:24]1[CH:30]=[CH:29][C:27]([NH:28][C:2]2[C:7]([C:8]#[N:9])=[CH:6][N:5]=[C:4]3[C:10]4[CH:16]=[CH:15][CH:14]=[CH:13][C:11]=4[S:12][C:3]=23)=[C:26]([F:31])[CH:25]=1. (6) The reactants are Br[C:2]1[CH:19]=[CH:18][C:17]([Cl:20])=[CH:16][C:3]=1[O:4][CH2:5][CH2:6][N:7]1[CH:11]=[N:10][C:9]([C:12]([O:14][CH3:15])=[O:13])=[N:8]1.C(#N)C.C(=O)([O-])[O-].[Cs+].[Cs+]. The catalyst is [Cl-].C([N+](CC)(CC)CC)C.C([O-])(=O)C.[Pd+2].C([O-])(=O)C.[Cu]I. The product is [CH3:15][O:14][C:12]([C:9]1[N:10]=[C:11]2[N:7]([CH2:6][CH2:5][O:4][C:3]3[CH:16]=[C:17]([Cl:20])[CH:18]=[CH:19][C:2]=32)[N:8]=1)=[O:13]. The yield is 0.150. (7) The yield is 0.400. The catalyst is C(OCC)(=O)C. The reactants are [Cl-].O[NH3+:3].[C:4](=[O:7])([O-])[OH:5].[Na+].CS(C)=O.[CH3:13][CH:14]([O:16][C:17]1[CH:22]=[CH:21][C:20]([N:23]2[C:28](=[O:29])[C:27]([CH2:30][C:31]3[CH:36]=[CH:35][C:34]([C:37]4[C:38]([C:43]#[N:44])=[CH:39][CH:40]=[CH:41][CH:42]=4)=[CH:33][CH:32]=3)=[C:26]([CH2:45][CH2:46][CH2:47][CH3:48])[N:25]3[N:49]=[CH:50][N:51]=[C:24]23)=[CH:19][CH:18]=1)[CH3:15]. The product is [CH2:45]([C:26]1[N:25]2[N:49]=[CH:50][N:51]=[C:24]2[N:23]([C:20]2[CH:21]=[CH:22][C:17]([O:16][CH:14]([CH3:15])[CH3:13])=[CH:18][CH:19]=2)[C:28](=[O:29])[C:27]=1[CH2:30][C:31]1[CH:36]=[CH:35][C:34]([C:37]2[CH:42]=[CH:41][CH:40]=[CH:39][C:38]=2[C:43]2[NH:3][C:4](=[O:7])[O:5][N:44]=2)=[CH:33][CH:32]=1)[CH2:46][CH2:47][CH3:48].